Predict the product of the given reaction. From a dataset of Forward reaction prediction with 1.9M reactions from USPTO patents (1976-2016). Given the reactants Br[C:2]1[CH:11]=[C:10]2[C:5]([N:6]=[CH:7][C:8]([Cl:12])=[N:9]2)=[CH:4][CH:3]=1.[Cl:13][C:14]1[C:19]([NH:20][S:21]([C:24]2[CH:29]=[CH:28][C:27]([F:30])=[CH:26][CH:25]=2)(=[O:23])=[O:22])=[CH:18][C:17](B2OC(C)(C)C(C)(C)O2)=[CH:16][N:15]=1.C(=O)([O-])[O-].[K+].[K+], predict the reaction product. The product is: [Cl:13][C:14]1[C:19]([NH:20][S:21]([C:24]2[CH:29]=[CH:28][C:27]([F:30])=[CH:26][CH:25]=2)(=[O:23])=[O:22])=[CH:18][C:17]([C:2]2[CH:11]=[C:10]3[C:5](=[CH:4][CH:3]=2)[N:6]=[CH:7][C:8]([Cl:12])=[N:9]3)=[CH:16][N:15]=1.